This data is from Reaction yield outcomes from USPTO patents with 853,638 reactions. The task is: Predict the reaction yield, written as a fraction of the theoretical maximum amount of product (1.0 means a 100% yield; for example, 0.34 means a 34% yield). (1) The reactants are Br[CH2:2][C:3]1[N:13]([CH2:14][CH2:15][CH:16]2[CH2:21][CH2:20][CH2:19][CH2:18][CH2:17]2)[C:6]2[N:7]=[C:8]([C:11]#[N:12])[N:9]=[CH:10][C:5]=2[CH:4]=1.[C:22]([O:26][C:27]([N:29]1[CH2:33][CH2:32][C:31]2([CH2:38][CH2:37][NH:36][CH2:35][CH2:34]2)[CH2:30]1)=[O:28])([CH3:25])([CH3:24])[CH3:23].C(=O)([O-])[O-].[K+].[K+]. The catalyst is CN(C=O)C.O. The product is [C:22]([O:26][C:27]([N:29]1[CH2:33][CH2:32][C:31]2([CH2:38][CH2:37][N:36]([CH2:2][C:3]3[N:13]([CH2:14][CH2:15][CH:16]4[CH2:21][CH2:20][CH2:19][CH2:18][CH2:17]4)[C:6]4[N:7]=[C:8]([C:11]#[N:12])[N:9]=[CH:10][C:5]=4[CH:4]=3)[CH2:35][CH2:34]2)[CH2:30]1)=[O:28])([CH3:25])([CH3:23])[CH3:24]. The yield is 0.710. (2) The reactants are [C:6](O[C:6](=[O:9])[CH2:7][CH3:8])(=[O:9])[CH2:7][CH3:8].[Cl:10][CH2:11][C@@H:12]([OH:36])[CH2:13][O:14][C:15]1[CH:20]=[CH:19][C:18]([C:21]([C:24]2[CH:35]=[CH:34][C:27]([O:28][CH2:29][C@H:30]([OH:33])[CH2:31][OH:32])=[CH:26][CH:25]=2)([CH3:23])[CH3:22])=[CH:17][CH:16]=1. The catalyst is CN(C1C=CN=CC=1)C.N1C=CC=CC=1. The product is [C:6]([O:32][CH2:31][C@@H:30]([O:33][C:6](=[O:9])[CH2:7][CH3:8])[CH2:29][O:28][C:27]1[CH:26]=[CH:25][C:24]([C:21]([C:18]2[CH:17]=[CH:16][C:15]([O:14][CH2:13][C@H:12]([O:36][C:6](=[O:9])[CH2:7][CH3:8])[CH2:11][Cl:10])=[CH:20][CH:19]=2)([CH3:23])[CH3:22])=[CH:35][CH:34]=1)(=[O:9])[CH2:7][CH3:8]. The yield is 0.915. (3) The reactants are [H-].[Na+].[CH3:3][C:4]1[N:5]=[C:6](Cl)[C:7]2[N:13]=[C:12]([C:14]3[CH:19]=[CH:18][C:17]([F:20])=[CH:16][CH:15]=3)[CH:11]=[CH:10][C:8]=2[N:9]=1.[CH3:22][O:23][CH2:24][CH2:25][OH:26]. No catalyst specified. The product is [CH3:3][C:4]1[N:5]=[C:6]([O:26][CH2:25][CH2:24][O:23][CH3:22])[C:7]2[N:13]=[C:12]([C:14]3[CH:19]=[CH:18][C:17]([F:20])=[CH:16][CH:15]=3)[CH:11]=[CH:10][C:8]=2[N:9]=1. The yield is 0.880.